Task: Predict the reaction yield, written as a fraction of the theoretical maximum amount of product (1.0 means a 100% yield; for example, 0.34 means a 34% yield).. Dataset: Reaction yield outcomes from USPTO patents with 853,638 reactions The reactants are [N:1]1([C:7]([C:9]2[CH:15]=[CH:14][C:12]([NH2:13])=[CH:11][C:10]=2[C:16]([F:19])([F:18])[F:17])=O)[CH2:6][CH2:5][O:4][CH2:3][CH2:2]1.CSC.B.O1CCCC1.Cl.[OH-].[Na+]. The catalyst is O1CCCC1. The product is [N:1]1([CH2:7][C:9]2[CH:15]=[CH:14][C:12]([NH2:13])=[CH:11][C:10]=2[C:16]([F:18])([F:17])[F:19])[CH2:6][CH2:5][O:4][CH2:3][CH2:2]1. The yield is 0.990.